From a dataset of TCR-epitope binding with 47,182 pairs between 192 epitopes and 23,139 TCRs. Binary Classification. Given a T-cell receptor sequence (or CDR3 region) and an epitope sequence, predict whether binding occurs between them. The epitope is KMQRMLLEK. The TCR CDR3 sequence is CASSRLAGGTGELFF. Result: 0 (the TCR does not bind to the epitope).